Dataset: Forward reaction prediction with 1.9M reactions from USPTO patents (1976-2016). Task: Predict the product of the given reaction. (1) Given the reactants [CH3:1][O:2][C:3](=[O:11])[C:4]1[CH:9]=[CH:8][C:7]([OH:10])=[CH:6][CH:5]=1.CC([O-])(C)C.[K+].[F:18][C:19]1[CH:24]=[C:23]([N+:25]([O-:27])=[O:26])[CH:22]=[C:21](F)[CH:20]=1, predict the reaction product. The product is: [CH3:1][O:2][C:3](=[O:11])[C:4]1[CH:9]=[CH:8][C:7]([O:10][C:21]2[CH:22]=[C:23]([N+:25]([O-:27])=[O:26])[CH:24]=[C:19]([F:18])[CH:20]=2)=[CH:6][CH:5]=1. (2) Given the reactants [C:1]([Si:5]([CH3:35])([CH3:34])[O:6][CH:7]([CH2:18][O:19][C:20]1[CH:25]=[CH:24][CH:23]=[C:22]([C:26]2[N:31]=[C:30](Cl)[CH:29]=[C:28]([Cl:33])[N:27]=2)[CH:21]=1)[CH2:8][N:9]([CH3:17])[C:10](=[O:16])[O:11][C:12]([CH3:15])([CH3:14])[CH3:13])([CH3:4])([CH3:3])[CH3:2].[CH3:36][C:37]1[C:41](B(O)O)=[C:40]([CH3:45])[O:39][N:38]=1.[B].[C:47]([O-])([O-])=O.[Na+].[Na+], predict the reaction product. The product is: [Si:5]([O:6][CH:7]([CH2:18][O:19][C:20]1[CH:25]=[CH:24][CH:23]=[C:22]([C:26]2[N:27]=[C:28]([Cl:33])[C:29]([CH3:47])=[C:30]([C:41]3[C:37]([CH3:36])=[N:38][O:39][C:40]=3[CH3:45])[N:31]=2)[CH:21]=1)[CH2:8][N:9]([CH3:17])[C:10](=[O:16])[O:11][C:12]([CH3:15])([CH3:14])[CH3:13])([C:1]([CH3:3])([CH3:4])[CH3:2])([CH3:35])[CH3:34]. (3) Given the reactants [CH2:1]([N:8]([CH2:19][CH2:20][OH:21])[C:9](=[O:18])[C:10]1[C:15]([Br:16])=[CH:14][CH:13]=[CH:12][C:11]=1F)[C:2]1[CH:7]=[CH:6][CH:5]=[CH:4][CH:3]=1.[H-].[Na+], predict the reaction product. The product is: [CH2:1]([N:8]1[C:9](=[O:18])[C:10]2[C:15]([Br:16])=[CH:14][CH:13]=[CH:12][C:11]=2[O:21][CH2:20][CH2:19]1)[C:2]1[CH:7]=[CH:6][CH:5]=[CH:4][CH:3]=1. (4) Given the reactants [CH3:1][O:2][C:3]1[CH:10]=[CH:9][C:6]([CH2:7][OH:8])=[CH:5][CH:4]=1.C(=O)([O-])[O-].[Cs+].[Cs+].[F:17][C:18]1[CH:25]=[CH:24][CH:23]=[C:22](F)[C:19]=1[C:20]#[N:21], predict the reaction product. The product is: [F:17][C:18]1[CH:25]=[CH:24][CH:23]=[C:22]([O:8][CH2:7][C:6]2[CH:9]=[CH:10][C:3]([O:2][CH3:1])=[CH:4][CH:5]=2)[C:19]=1[C:20]#[N:21]. (5) Given the reactants [N:1]1[C:6]2[NH:7][CH:8]=[CH:9][C:5]=2[C:4]([N:10]2[CH2:14][CH2:13][C@@H:12]([N:15]([CH3:23])[C:16]3[N:21]=[CH:20][C:19](Br)=[CH:18][N:17]=3)[CH2:11]2)=[N:3][CH:2]=1.[C:24]([Zn]C#N)#[N:25], predict the reaction product. The product is: [N:1]1[C:6]2[NH:7][CH:8]=[CH:9][C:5]=2[C:4]([N:10]2[CH2:14][CH2:13][C@@H:12]([N:15]([CH3:23])[C:16]3[N:21]=[CH:20][C:19]([C:24]#[N:25])=[CH:18][N:17]=3)[CH2:11]2)=[N:3][CH:2]=1. (6) Given the reactants [C:1]([O:5][C:6](=[O:17])[NH:7][C:8]1[CH:13]=[CH:12][C:11]([O:14][CH3:15])=[CH:10][C:9]=1[NH2:16])([CH3:4])([CH3:3])[CH3:2].C([O:22][C:23](=O)[CH2:24][C:25](=[O:38])[C:26]1[CH:31]=[CH:30][CH:29]=[C:28]([C:32]2[CH:37]=[CH:36][N:35]=[CH:34][CH:33]=2)[CH:27]=1)(C)(C)C, predict the reaction product. The product is: [C:1]([O:5][C:6](=[O:17])[NH:7][C:8]1[CH:13]=[CH:12][C:11]([O:14][CH3:15])=[CH:10][C:9]=1[NH:16][C:23](=[O:22])[CH2:24][C:25](=[O:38])[C:26]1[CH:31]=[CH:30][CH:29]=[C:28]([C:32]2[CH:33]=[CH:34][N:35]=[CH:36][CH:37]=2)[CH:27]=1)([CH3:4])([CH3:2])[CH3:3].